Dataset: Full USPTO retrosynthesis dataset with 1.9M reactions from patents (1976-2016). Task: Predict the reactants needed to synthesize the given product. (1) Given the product [NH:6]1[C:7]2[C:3](=[CH:2][CH:10]=[CH:9][CH:8]=2)[CH2:4][CH2:5]1, predict the reactants needed to synthesize it. The reactants are: O[C:2]1[CH:10]=[CH:9][CH:8]=[C:7]2[C:3]=1[CH:4]=[CH:5][NH:6]2.C([BH3-])#N.[Na+]. (2) Given the product [Cl:15][C:16]1[CH:17]=[CH:18][C:19]2[N:20]([N:22]=[C:23]([N:37]3[CH2:42][CH2:41][O:40][CH2:39][CH2:38]3)[C:24]=2[CH2:25][C:26]2[N:31]=[C:30]([C:32]([O:34][CH3:35])=[O:33])[CH:29]=[CH:28][CH:27]=2)[CH:21]=1, predict the reactants needed to synthesize it. The reactants are: C([SiH](CC)CC)C.FC(F)(F)C(O)=O.[Cl:15][C:16]1[CH:17]=[CH:18][C:19]2[N:20]([N:22]=[C:23]([N:37]3[CH2:42][CH2:41][O:40][CH2:39][CH2:38]3)[C:24]=2[CH:25](O)[C:26]2[N:31]=[C:30]([C:32]([O:34][CH3:35])=[O:33])[CH:29]=[CH:28][CH:27]=2)[CH:21]=1.C(=O)(O)[O-].[Na+]. (3) Given the product [CH3:36][O:35][CH2:34][CH2:33][NH:32][C:2]1[CH:7]=[C:6]([C:8]2[N:12]=[C:11]([CH:13]3[CH2:18][CH:17]([C:19]4[CH:20]=[CH:21][C:22]([O:25][C:26]([F:27])([F:28])[F:29])=[CH:23][CH:24]=4)[CH2:16][N:15]([C:30]([N:32]4[CH2:33][CH2:34][O:35][CH2:36][CH2:37]4)=[O:31])[CH2:14]3)[O:10][N:9]=2)[CH:5]=[CH:4][N:3]=1, predict the reactants needed to synthesize it. The reactants are: Cl[C:2]1[CH:7]=[C:6]([C:8]2[N:12]=[C:11]([CH:13]3[CH2:18][CH:17]([C:19]4[CH:24]=[CH:23][C:22]([O:25][C:26]([F:29])([F:28])[F:27])=[CH:21][CH:20]=4)[CH2:16][N:15]([C:30]([N:32]4[CH2:37][CH2:36][O:35][CH2:34][CH2:33]4)=[O:31])[CH2:14]3)[O:10][N:9]=2)[CH:5]=[CH:4][N:3]=1. (4) Given the product [CH3:10][C@@H:6]1[NH:5][C@H:4]([CH3:3])[CH2:9][N:8]([C:18]2[CH:23]=[CH:22][CH:21]=[CH:20][C:19]=2[CH3:24])[CH2:7]1, predict the reactants needed to synthesize it. The reactants are: N#N.[CH3:3][C@H:4]1[CH2:9][NH:8][CH2:7][C@@H:6]([CH3:10])[NH:5]1.O(C(C)(C)C)[Na].Br[C:18]1[CH:23]=[CH:22][CH:21]=[CH:20][C:19]=1[CH3:24]. (5) Given the product [Cl:1][C:2]1[CH:3]=[CH:4][C:5]([CH:8]([NH:43][C:40]2[CH:41]=[CH:42][C:37]3[O:36][N:35]=[C:34]([CH3:33])[C:38]=3[CH:39]=2)[C:9]2[C:10]([C:27]([O:29][CH2:30][CH3:31])=[O:28])=[N:11][N:12]([C:17]3[C:18]([O:25][CH3:26])=[N:19][C:20]([O:23][CH3:24])=[N:21][CH:22]=3)[C:13]=2[CH:14]([CH3:16])[CH3:15])=[CH:6][CH:7]=1, predict the reactants needed to synthesize it. The reactants are: [Cl:1][C:2]1[CH:7]=[CH:6][C:5]([CH:8](O)[C:9]2[C:10]([C:27]([O:29][CH2:30][CH3:31])=[O:28])=[N:11][N:12]([C:17]3[C:18]([O:25][CH3:26])=[N:19][C:20]([O:23][CH3:24])=[N:21][CH:22]=3)[C:13]=2[CH:14]([CH3:16])[CH3:15])=[CH:4][CH:3]=1.[CH3:33][C:34]1[C:38]2[CH:39]=[C:40]([N+:43]([O-])=O)[CH:41]=[CH:42][C:37]=2[O:36][N:35]=1.